Dataset: Forward reaction prediction with 1.9M reactions from USPTO patents (1976-2016). Task: Predict the product of the given reaction. (1) Given the reactants [CH:1]1([C:6]2[CH:34]=[CH:33][C:9]([CH2:10][O:11][C:12]3[CH:20]=[CH:19][C:18]4[N:17]5[CH2:21][CH2:22][CH:23]([CH2:24][C:25]([O:27][C:28]([CH3:31])([CH3:30])[CH3:29])=[O:26])[C:16]5=[C:15](I)[C:14]=4[CH:13]=3)=[CH:8][C:7]=2[C:35]([F:38])([F:37])[F:36])[CH2:5][CH2:4][CH2:3][CH2:2]1.[CH2:39]1COCC1, predict the reaction product. The product is: [CH:1]1([C:6]2[CH:34]=[CH:33][C:9]([CH2:10][O:11][C:12]3[CH:20]=[CH:19][C:18]4[N:17]5[CH2:21][CH2:22][CH:23]([CH2:24][C:25]([O:27][C:28]([CH3:31])([CH3:30])[CH3:29])=[O:26])[C:16]5=[C:15]([CH3:39])[C:14]=4[CH:13]=3)=[CH:8][C:7]=2[C:35]([F:38])([F:37])[F:36])[CH2:5][CH2:4][CH2:3][CH2:2]1. (2) Given the reactants [CH3:1][CH:2]1[CH2:7][CH2:6][N:5]([CH:8]2[CH2:13][CH2:12][NH:11][CH2:10][CH2:9]2)[CH2:4][CH2:3]1.[C:14]1([C:24]2[CH:29]=[CH:28][CH:27]=[CH:26][CH:25]=2)[C:15]([S:20](Cl)(=[O:22])=[O:21])=[CH:16][CH:17]=[CH:18][CH:19]=1, predict the reaction product. The product is: [C:14]1([C:24]2[CH:29]=[CH:28][CH:27]=[CH:26][CH:25]=2)[CH:19]=[CH:18][CH:17]=[CH:16][C:15]=1[S:20]([N:11]1[CH2:12][CH2:13][CH:8]([N:5]2[CH2:6][CH2:7][CH:2]([CH3:1])[CH2:3][CH2:4]2)[CH2:9][CH2:10]1)(=[O:21])=[O:22]. (3) Given the reactants [CH3:1][Mg+].[Br-].FC(F)(F)S(O[CH2:10][CH:11]1[CH2:20][CH2:19][C:18]2[C:13](=[CH:14][CH:15]=[CH:16][CH:17]=2)[O:12]1)(=O)=O.[NH4+].[Cl-], predict the reaction product. The product is: [CH2:10]([CH:11]1[CH2:20][CH2:19][C:18]2[C:13](=[CH:14][CH:15]=[CH:16][CH:17]=2)[O:12]1)[CH3:1].